From a dataset of Full USPTO retrosynthesis dataset with 1.9M reactions from patents (1976-2016). Predict the reactants needed to synthesize the given product. Given the product [F:55][C:54]([F:56])([F:57])[O:53][C:50]1[CH:51]=[CH:52][C:47]([CH2:46][N:1]2[C:9]3[C:4](=[CH:5][CH:6]=[CH:7][CH:8]=3)[C:3]3([C:13]4=[CH:14][C:15]5[O:19][CH2:18][O:17][C:16]=5[CH:20]=[C:12]4[O:11][CH2:10]3)[C:2]2=[O:21])=[CH:48][CH:49]=1, predict the reactants needed to synthesize it. The reactants are: [NH:1]1[C:9]2[C:4](=[CH:5][CH:6]=[CH:7][CH:8]=2)[C:3]2([C:13]3=[CH:14][C:15]4[O:19][CH2:18][O:17][C:16]=4[CH:20]=[C:12]3[O:11][CH2:10]2)[C:2]1=[O:21].CC1(C)COC2=CC3OCC4(C=3C=C12)C1C(=CC=CC=1)NC4=O.Br[CH2:46][C:47]1[CH:52]=[CH:51][C:50]([O:53][C:54]([F:57])([F:56])[F:55])=[CH:49][CH:48]=1.BrCC1OC(C(F)(F)F)=CC=1.